This data is from Full USPTO retrosynthesis dataset with 1.9M reactions from patents (1976-2016). The task is: Predict the reactants needed to synthesize the given product. (1) Given the product [CH2:8]([NH:10][C:11]1[N:29]([CH2:30][CH:31]([CH3:33])[CH3:32])[C:15]2[C:14]([CH3:13])=[C:19]([CH3:20])[N:18]=[C:17]([O:21][C:22]3[CH:23]=[CH:24][CH:25]=[CH:26][CH:27]=3)[C:16]=2[N:28]=1)[CH3:9], predict the reactants needed to synthesize it. The reactants are: C(N(CC)CC)C.[CH2:8]([N:10]=[C:11]=S)[CH3:9].[CH3:13][C:14]1[C:15]([NH:29][CH2:30][CH:31]([CH3:33])[CH3:32])=[C:16]([NH2:28])[C:17]([O:21][C:22]2[CH:27]=[CH:26][CH:25]=[CH:24][CH:23]=2)=[N:18][C:19]=1[CH3:20]. (2) Given the product [C:1]([O:5][C:6]([N:8]1[C:16]2[C:11](=[CH:12][CH:13]=[C:14]([NH:17][CH3:24])[CH:15]=2)[C:10]([C:18]2[CH:23]=[CH:22][CH:21]=[CH:20][CH:19]=2)=[N:9]1)=[O:7])([CH3:4])([CH3:2])[CH3:3], predict the reactants needed to synthesize it. The reactants are: [C:1]([O:5][C:6]([N:8]1[C:16]2[C:11](=[CH:12][CH:13]=[C:14]([NH2:17])[CH:15]=2)[C:10]([C:18]2[CH:23]=[CH:22][CH:21]=[CH:20][CH:19]=2)=[N:9]1)=[O:7])([CH3:4])([CH3:3])[CH3:2].[CH2:24]=O.